Dataset: Catalyst prediction with 721,799 reactions and 888 catalyst types from USPTO. Task: Predict which catalyst facilitates the given reaction. (1) Reactant: [NH:1]1[C@H:6]([C:7]([O:9]C)=O)[CH2:5][CH2:4][CH2:3][C@@H:2]1[C:11]([O:13][CH3:14])=[O:12].[C:15]([O-:18])([O-])=O.[Na+].[Na+].BrCC(Cl)=O.C[C:27]#[N:28]. Product: [O:9]=[C:7]1[NH:28][CH2:27][C:15](=[O:18])[N:1]2[C@@H:2]([C:11]([O:13][CH3:14])=[O:12])[CH2:3][CH2:4][CH2:5][C@@H:6]12. The catalyst class is: 1. (2) Reactant: [CH3:1][O:2][C:3]([NH:5][CH:6]1[CH2:10][CH2:9][NH:8][CH2:7]1)=[O:4].[Cl:11][C:12]1[CH:13]=[CH:14][C:15]([CH2:18][O:19][C:20]2[CH:25]=[CH:24][N:23]([C:26]3[CH:27]=[N:28][C:29](F)=[CH:30][CH:31]=3)[C:22](=[O:33])[CH:21]=2)=[N:16][CH:17]=1.C([O-])([O-])=O.[K+].[K+]. The catalyst class is: 3. Product: [Cl:11][C:12]1[CH:13]=[CH:14][C:15]([CH2:18][O:19][C:20]2[CH:25]=[CH:24][N:23]([C:26]3[CH:27]=[N:28][C:29]([N:8]4[CH2:9][CH2:10][CH:6]([NH:5][C:3]([O:2][CH3:1])=[O:4])[CH2:7]4)=[CH:30][CH:31]=3)[C:22](=[O:33])[CH:21]=2)=[N:16][CH:17]=1. (3) Reactant: [F:1][C:2]1[CH:3]=[CH:4][CH:5]=[C:6]2[C:10]=1[NH:9][C:8](=[O:11])[CH:7]2SC.S(=O)(O)[O-].[Na+]. Product: [F:1][C:2]1[CH:3]=[CH:4][CH:5]=[C:6]2[C:10]=1[NH:9][C:8](=[O:11])[CH2:7]2. The catalyst class is: 6. (4) Reactant: O.O[CH:3]1[C:20]2[CH:19]3[CH2:21][CH2:22][CH:16]([CH:17]=[CH:18]3)[C:15]=2[CH:14](O)[C:13]2[C:4]1=[CH:5][C:6]1[S:10][C:9](=[S:11])[S:8][C:7]=1[CH:12]=2. Product: [S:8]1[C:7]2[CH:12]=[C:13]3[C:4](=[CH:5][C:6]=2[S:10][C:9]1=[S:11])[CH:3]=[C:20]1[C:15]([CH:16]2[CH2:22][CH2:21][CH:19]1[CH:18]=[CH:17]2)=[CH:14]3. The catalyst class is: 17. (5) Reactant: [Br:1][C:2]1[CH:3]=[N:4][NH:5][CH:6]=1.[Cl:7][CH2:8][CH2:9]O.C1C=CC(P(C2C=CC=CC=2)C2C=CC=CC=2)=CC=1.CCOC(/N=N/C(OCC)=O)=O. Product: [Br:1][C:2]1[CH:3]=[N:4][N:5]([CH2:9][CH2:8][Cl:7])[CH:6]=1. The catalyst class is: 1. (6) Reactant: [CH3:1][C:2]1([C:7]2[CH:8]=[C:9]3[C:14](=[CH:15][CH:16]=2)[C:13](O)([CH2:17][C:18]([O:20][CH2:21][CH3:22])=[O:19])[CH2:12][CH2:11][C:10]3([CH3:25])[CH3:24])OCC[O:3]1.CC1C=CC(S(O)(=O)=O)=CC=1.O. Product: [CH3:24][C:10]1([CH3:25])[C:9]2[C:14](=[CH:15][CH:16]=[C:7]([C:2](=[O:3])[CH3:1])[CH:8]=2)[C:13]([CH2:17][C:18]([O:20][CH2:21][CH3:22])=[O:19])=[CH:12][CH2:11]1. The catalyst class is: 48. (7) Reactant: [Cl:1][C:2]1[CH:7]=[C:6]([C:8]([F:11])([F:10])[F:9])[N:5]=[C:4]([C:12]2[CH:17]=[CH:16][N:15]=[CH:14][CH:13]=2)[N:3]=1.[CH3:18][C:19]1[CH:25]=[CH:24][C:23]([CH3:26])=[CH:22][C:20]=1[NH2:21].Cl. Product: [ClH:1].[CH3:18][C:19]1[CH:25]=[CH:24][C:23]([CH3:26])=[CH:22][C:20]=1[NH:21][C:2]1[CH:7]=[C:6]([C:8]([F:11])([F:10])[F:9])[N:5]=[C:4]([C:12]2[CH:17]=[CH:16][N:15]=[CH:14][CH:13]=2)[N:3]=1. The catalyst class is: 97.